From a dataset of Forward reaction prediction with 1.9M reactions from USPTO patents (1976-2016). Predict the product of the given reaction. (1) Given the reactants [Cl:1][C:2]1[CH:3]=[CH:4][C:5]2[NH:11][C:10](=O)[C@@H:9]([CH2:13][C:14]([O:16][CH:17]([CH3:19])[CH3:18])=[O:15])[S:8][C@H:7]([C:20]3[CH:25]=[CH:24][CH:23]=[C:22]([O:26][CH3:27])[CH:21]=3)[C:6]=2[CH:28]=1.COC1C=CC(P2(SP(C3C=CC(OC)=CC=3)(=S)S2)=[S:38])=CC=1, predict the reaction product. The product is: [Cl:1][C:2]1[CH:3]=[CH:4][C:5]2[NH:11][C:10](=[S:38])[C@@H:9]([CH2:13][C:14]([O:16][CH:17]([CH3:19])[CH3:18])=[O:15])[S:8][C@H:7]([C:20]3[CH:25]=[CH:24][CH:23]=[C:22]([O:26][CH3:27])[CH:21]=3)[C:6]=2[CH:28]=1. (2) Given the reactants [Br:1][C:2]1[CH:3]=[C:4]2[C:9](=[CH:10][CH:11]=1)[N:8]=[C:7]([CH3:12])[C:6]([C:13](O)=[O:14])=[C:5]2[C:16]1[CH:21]=[CH:20][C:19]([F:22])=[CH:18][CH:17]=1.CN(C(ON1N=[N:38][C:33]2C=[CH:35][CH:36]=[CH:37][C:32]1=2)=[N+](C)C)C.[B-](F)(F)(F)F.CCN(C(C)C)C(C)C.N1CCCCC1.Cl, predict the reaction product. The product is: [Br:1][C:2]1[CH:3]=[C:4]2[C:9](=[CH:10][CH:11]=1)[N:8]=[C:7]([CH3:12])[C:6]([C:13]([N:38]1[CH2:35][CH2:36][CH2:37][CH2:32][CH2:33]1)=[O:14])=[C:5]2[C:16]1[CH:17]=[CH:18][C:19]([F:22])=[CH:20][CH:21]=1.